Task: Predict the product of the given reaction.. Dataset: Forward reaction prediction with 1.9M reactions from USPTO patents (1976-2016) (1) Given the reactants [N:1]1([CH2:6][CH2:7][CH2:8][NH2:9])[CH:5]=[CH:4][N:3]=[CH:2]1.[CH3:10][C:11]1[CH:12]=[C:13]([CH:16]=[CH:17][C:18]=1[CH3:19])[CH:14]=O.C([O:22][C:23](=O)[C:24](=[O:35])[CH2:25][C:26]1[C:34]2[C:29](=[CH:30][CH:31]=[CH:32][CH:33]=2)[NH:28][CH:27]=1)C, predict the reaction product. The product is: [CH3:10][C:11]1[CH:12]=[C:13]([CH:14]2[N:9]([CH2:8][CH2:7][CH2:6][N:1]3[CH:5]=[CH:4][N:3]=[CH:2]3)[C:23](=[O:22])[C:24]([OH:35])=[C:25]2[C:26]2[C:34]3[C:29](=[CH:30][CH:31]=[CH:32][CH:33]=3)[NH:28][CH:27]=2)[CH:16]=[CH:17][C:18]=1[CH3:19]. (2) Given the reactants [Cl:1][C:2]1[CH:35]=[CH:34][C:5]2[N:6]([C:9]3[S:13][C:12]([C:14]([NH2:16])=[O:15])=[C:11]([O:17][C@@H:18]([C:20]4[CH:25]=[CH:24][CH:23]=[C:22]([O:26][CH:27]5[CH2:32][CH2:31][NH:30][CH2:29][CH2:28]5)[C:21]=4[Cl:33])[CH3:19])[CH:10]=3)[CH:7]=[N:8][C:4]=2[CH:3]=1.[CH:36]([S:38]([CH3:41])(=[O:40])=[O:39])=[CH2:37], predict the reaction product. The product is: [Cl:1][C:2]1[CH:35]=[CH:34][C:5]2[N:6]([C:9]3[S:13][C:12]([C:14]([NH2:16])=[O:15])=[C:11]([O:17][C@@H:18]([C:20]4[CH:25]=[CH:24][CH:23]=[C:22]([O:26][CH:27]5[CH2:32][CH2:31][N:30]([CH2:37][CH2:36][S:38]([CH3:41])(=[O:40])=[O:39])[CH2:29][CH2:28]5)[C:21]=4[Cl:33])[CH3:19])[CH:10]=3)[CH:7]=[N:8][C:4]=2[CH:3]=1. (3) Given the reactants [Li].[CH3:2][C:3]([O-:6])(C)C.C[C:8]([O-:11])(C)C.CC([O-])(C)C.[Al+3].[O:18]1[CH2:22][CH2:21][CH2:20][CH2:19]1, predict the reaction product. The product is: [OH:18][CH2:22][C:21]1([C:8]([O:6][CH2:3][CH3:2])=[O:11])[CH2:19][CH2:20]1.